From a dataset of Catalyst prediction with 721,799 reactions and 888 catalyst types from USPTO. Predict which catalyst facilitates the given reaction. (1) Reactant: [CH:1]([C:3]1[C:11]2[C:6](=[CH:7][C:8]([C@H:12]3[C@@:14]4([C:22]5[C:17](=[CH:18][CH:19]=[CH:20][CH:21]=5)[NH:16][C:15]4=[O:23])[CH2:13]3)=[CH:9][CH:10]=2)[NH:5][N:4]=1)=[CH2:2].Br[C:25]1[CH:30]=[CH:29][N:28]=[C:27]([CH3:31])[CH:26]=1.CCN(C(C)C)C(C)C.CC1C=CC=CC=1P(C1C=CC=CC=1C)C1C=CC=CC=1C. Product: [CH3:31][C:27]1[CH:26]=[C:25](/[CH:2]=[CH:1]/[C:3]2[C:11]3[C:6](=[CH:7][C:8]([C@H:12]4[C@@:14]5([C:22]6[C:17](=[CH:18][CH:19]=[CH:20][CH:21]=6)[NH:16][C:15]5=[O:23])[CH2:13]4)=[CH:9][CH:10]=3)[NH:5][N:4]=2)[CH:30]=[CH:29][N:28]=1. The catalyst class is: 416. (2) Reactant: [CH3:1][C:2]1[N+:3]([O-])=[C:4]([C:8]2[CH:17]=[CH:16][C:15]3[C:10](=[CH:11][CH:12]=[CH:13][CH:14]=3)[CH:9]=2)[O:5][C:6]=1[CH3:7].P(Cl)(Cl)([Cl:21])=O.N. Product: [Cl:21][CH2:1][C:2]1[N:3]=[C:4]([C:8]2[CH:17]=[CH:16][C:15]3[C:10](=[CH:11][CH:12]=[CH:13][CH:14]=3)[CH:9]=2)[O:5][C:6]=1[CH3:7]. The catalyst class is: 22. (3) Reactant: Cl.[O:2]1CCO[CH:3]1[C:7]1[CH:16]=[CH:15][CH:14]=[C:13]2[C:8]=1[CH2:9][CH2:10][C:11](=[O:23])[N:12]2[C:17]1[CH:22]=[CH:21][CH:20]=[CH:19][CH:18]=1. Product: [C:17]1([N:12]2[C:13]3[CH:14]=[CH:15][CH:16]=[C:7]([CH:3]=[O:2])[C:8]=3[CH2:9][CH2:10][C:11]2=[O:23])[CH:18]=[CH:19][CH:20]=[CH:21][CH:22]=1. The catalyst class is: 1.